Dataset: Full USPTO retrosynthesis dataset with 1.9M reactions from patents (1976-2016). Task: Predict the reactants needed to synthesize the given product. (1) Given the product [Cl:1][C:2]1[CH:3]=[C:4]([S:9]([NH:12][CH2:13][C:14]2([C:20]3[CH:21]=[CH:22][C:23]([I:26])=[CH:24][CH:25]=3)[CH2:15][CH2:16][N:17]([CH2:30][CH:27]3[CH2:29][CH2:28]3)[CH2:18][CH2:19]2)(=[O:11])=[O:10])[CH:5]=[CH:6][C:7]=1[F:8], predict the reactants needed to synthesize it. The reactants are: [Cl:1][C:2]1[CH:3]=[C:4]([S:9]([NH:12][CH2:13][C:14]2([C:20]3[CH:25]=[CH:24][C:23]([I:26])=[CH:22][CH:21]=3)[CH2:19][CH2:18][NH:17][CH2:16][CH2:15]2)(=[O:11])=[O:10])[CH:5]=[CH:6][C:7]=1[F:8].[CH:27]1([CH:30]=O)[CH2:29][CH2:28]1.CC(O)=O.[BH-](OC(C)=O)(OC(C)=O)OC(C)=O.[Na+]. (2) Given the product [F:46][C:43]1[CH:42]=[CH:41][C:40]([NH:39][C:38]([C:35]2([C:33]([NH:32][C:29]3[CH:30]=[CH:31][C:26]([O:25][C:23]4[CH:22]=[CH:21][N:20]=[C:19]([NH:9][C:10]([N:50]5[CH2:54][CH2:53][CH2:52][CH2:51]5)=[O:11])[CH:24]=4)=[CH:27][C:28]=3[F:48])=[O:34])[CH2:37][CH2:36]2)=[O:47])=[CH:45][CH:44]=1, predict the reactants needed to synthesize it. The reactants are: C1(OC(=O)[N:9]([C:19]2[CH:24]=[C:23]([O:25][C:26]3[CH:31]=[CH:30][C:29]([NH:32][C:33]([C:35]4([C:38](=[O:47])[NH:39][C:40]5[CH:45]=[CH:44][C:43]([F:46])=[CH:42][CH:41]=5)[CH2:37][CH2:36]4)=[O:34])=[C:28]([F:48])[CH:27]=3)[CH:22]=[CH:21][N:20]=2)[C:10](OC2C=CC=CC=2)=[O:11])C=CC=CC=1.[NH:50]1[CH2:54][CH2:53][CH2:52][CH2:51]1. (3) Given the product [Br:1][C:2]1[CH:3]=[N:4][C:5]2[N:6]([N:8]=[C:9]([C:11]([N:16]3[CH:15]([CH3:14])[C:24]4[N:23]=[CH:22][CH:21]=[CH:20][C:19]=4[CH2:18][CH2:17]3)=[O:13])[CH:10]=2)[CH:7]=1, predict the reactants needed to synthesize it. The reactants are: [Br:1][C:2]1[CH:3]=[N:4][C:5]2[N:6]([N:8]=[C:9]([C:11]([OH:13])=O)[CH:10]=2)[CH:7]=1.[CH3:14][CH:15]1[C:24]2[N:23]=[CH:22][CH:21]=[CH:20][C:19]=2[CH2:18][CH2:17][NH:16]1. (4) Given the product [Br:12][C:5]1[C:6]2[C:11](=[CH:10][CH:9]=[CH:8][CH:7]=2)[C:2]([C:16]2[CH:17]=[CH:18][CH:19]=[CH:20][C:15]=2[CH:13]=[O:14])=[CH:3][CH:4]=1, predict the reactants needed to synthesize it. The reactants are: Br[C:2]1[C:11]2[C:6](=[CH:7][CH:8]=[CH:9][CH:10]=2)[C:5]([Br:12])=[CH:4][CH:3]=1.[CH:13]([C:15]1[CH:20]=[CH:19][CH:18]=[CH:17][C:16]=1B(O)O)=[O:14].C(=O)([O-])[O-].[Na+].[Na+]. (5) Given the product [C:12]([O:11][C:9](=[O:10])[NH:16][C:17]1[CH:22]=[CH:21][C:20]([OH:23])=[CH:19][C:18]=1[CH3:24])([CH3:13])([CH3:14])[CH3:15], predict the reactants needed to synthesize it. The reactants are: [C:9](O[C:9]([O:11][C:12]([CH3:15])([CH3:14])[CH3:13])=[O:10])([O:11][C:12]([CH3:15])([CH3:14])[CH3:13])=[O:10].[NH2:16][C:17]1[C:18]([CH3:24])=[CH:19][C:20]([OH:23])=[CH:21][CH:22]=1.C(N(CC)CC)C. (6) Given the product [C:37]([C:36]1[C:30]2[CH2:29][N:28]([C:19]3[C:18]4[C:23](=[CH:24][C:25]([O:26][CH3:27])=[C:16]([O:15][CH3:14])[CH:17]=4)[N:22]=[CH:21][N:20]=3)[CH2:33][CH2:32][C:31]=2[NH:34][N:35]=1)([CH3:39])=[CH2:38], predict the reactants needed to synthesize it. The reactants are: COCCN(S(F)(F)F)CCOC.[CH3:14][O:15][C:16]1[CH:17]=[C:18]2[C:23](=[CH:24][C:25]=1[O:26][CH3:27])[N:22]=[CH:21][N:20]=[C:19]2[N:28]1[CH2:33][CH2:32][C:31]2[NH:34][N:35]=[C:36]([C:37](O)([CH3:39])[CH3:38])[C:30]=2[CH2:29]1.CO.C(OCC)(=O)C. (7) The reactants are: [CH3:1][C:2]([CH3:17])([CH3:16])[CH2:3][N:4]1[C:8]2[CH:9]=[CH:10][C:11]([N+:13]([O-])=O)=[CH:12][C:7]=2[N:6]=[N:5]1. Given the product [CH3:1][C:2]([CH3:17])([CH3:16])[CH2:3][N:4]1[C:8]2[CH:9]=[CH:10][C:11]([NH2:13])=[CH:12][C:7]=2[N:6]=[N:5]1, predict the reactants needed to synthesize it. (8) Given the product [CH:1]1([S:6][CH:7]([C:11]2[CH:16]=[CH:15][C:14]([Cl:17])=[C:13]([Cl:18])[CH:12]=2)[C:8]([NH:19][C:20]2[N:25]=[CH:24][CH:23]=[CH:22][N:21]=2)=[O:10])[CH2:2][CH2:3][CH2:4][CH2:5]1, predict the reactants needed to synthesize it. The reactants are: [CH:1]1([S:6][CH:7]([C:11]2[CH:16]=[CH:15][C:14]([Cl:17])=[C:13]([Cl:18])[CH:12]=2)[C:8]([OH:10])=O)[CH2:5][CH2:4][CH2:3][CH2:2]1.[NH2:19][C:20]1[N:25]=[CH:24][CH:23]=[CH:22][N:21]=1. (9) Given the product [ClH:25].[C:1]([C:5]1[N:10]=[C:9]([O:11][CH2:12][CH3:13])[C:8]([C:14]2[N:15]([C:33]([N:47]3[CH2:46][CH2:45][N:44]([CH2:43][CH2:42][S:39]([CH3:38])(=[O:40])=[O:41])[CH2:49][CH2:48]3)=[O:34])[C@H:16]([C:26]3[CH:27]=[CH:28][C:29]([Cl:32])=[CH:30][CH:31]=3)[C@H:17]([C:19]3[CH:24]=[CH:23][C:22]([Cl:25])=[CH:21][CH:20]=3)[N:18]=2)=[CH:7][N:6]=1)([CH3:3])([CH3:2])[CH3:4], predict the reactants needed to synthesize it. The reactants are: [C:1]([C:5]1[N:10]=[C:9]([O:11][CH2:12][CH3:13])[C:8]([C:14]2[N:15]([C:33](Cl)=[O:34])[CH:16]([C:26]3[CH:31]=[CH:30][C:29]([Cl:32])=[CH:28][CH:27]=3)[CH:17]([C:19]3[CH:24]=[CH:23][C:22]([Cl:25])=[CH:21][CH:20]=3)[N:18]=2)=[CH:7][N:6]=1)([CH3:4])([CH3:3])[CH3:2].Cl.Cl.[CH3:38][S:39]([CH2:42][CH2:43][N:44]1[CH2:49][CH2:48][NH:47][CH2:46][CH2:45]1)(=[O:41])=[O:40].